Predict the reactants needed to synthesize the given product. From a dataset of Full USPTO retrosynthesis dataset with 1.9M reactions from patents (1976-2016). (1) Given the product [NH2:13][C:14]1[CH:22]=[C:21]([CH3:23])[C:20]([Br:24])=[CH:19][C:15]=1[C:16]([NH:9][NH:8][C:6]1[CH:7]=[C:2]([Cl:1])[CH:3]=[CH:4][C:5]=1[S:10][CH2:11][CH3:12])=[O:17], predict the reactants needed to synthesize it. The reactants are: [Cl:1][C:2]1[CH:3]=[CH:4][C:5]([S:10][CH2:11][CH3:12])=[C:6]([NH:8][NH2:9])[CH:7]=1.[NH2:13][C:14]1[CH:22]=[C:21]([CH3:23])[C:20]([Br:24])=[CH:19][C:15]=1[C:16](O)=[O:17].BrC1C(C)=CC(C(NNC2C=C(Cl)C=CC=2SCC)=O)=C([N+]([O-])=O)C=1. (2) Given the product [Cl:13][C:14]1[CH:15]=[C:16]([CH:20]=[CH:21][C:22]=1[O:23][C:24]1[CH:29]=[CH:28][CH:27]=[C:26]([C:30]2[CH:35]=[CH:34][N:33]=[CH:32][N:31]=2)[C:25]=1[C:36]#[N:37])[C:17]([N:11]([CH2:10][C:3]1[C:4]([OH:9])=[N:5][C:6]([CH3:8])=[CH:7][C:2]=1[CH3:1])[CH3:12])=[O:18], predict the reactants needed to synthesize it. The reactants are: [CH3:1][C:2]1[CH:7]=[C:6]([CH3:8])[N:5]=[C:4]([OH:9])[C:3]=1[CH2:10][NH:11][CH3:12].[Cl:13][C:14]1[CH:15]=[C:16]([CH:20]=[CH:21][C:22]=1[O:23][C:24]1[CH:29]=[CH:28][CH:27]=[C:26]([C:30]2[CH:35]=[CH:34][N:33]=[CH:32][N:31]=2)[C:25]=1[C:36]#[N:37])[C:17](O)=[O:18].C(N(CC)CC)C.F[P-](F)(F)(F)(F)F.N1(OC(N(C)C)=[N+](C)C)C2N=CC=CC=2N=N1.